From a dataset of Full USPTO retrosynthesis dataset with 1.9M reactions from patents (1976-2016). Predict the reactants needed to synthesize the given product. Given the product [Br:8][C:9]1[CH:14]=[CH:13][C:12]([O:15][C:17]2[CH:22]=[CH:21][CH:20]=[CH:19][CH:18]=2)=[CH:11][C:10]=1[Cl:16], predict the reactants needed to synthesize it. The reactants are: C(N(CC)CC)C.[Br:8][C:9]1[CH:14]=[CH:13][C:12]([OH:15])=[CH:11][C:10]=1[Cl:16].[C:17]1(B(O)O)[CH:22]=[CH:21][CH:20]=[CH:19][CH:18]=1.